From a dataset of Catalyst prediction with 721,799 reactions and 888 catalyst types from USPTO. Predict which catalyst facilitates the given reaction. (1) Reactant: Cl.[Br:2][C:3]1[CH:4]=[CH:5][C:6]([O:9][CH2:10][CH:11]2[CH2:16][CH2:15][NH:14][CH2:13][CH2:12]2)=[N:7][CH:8]=1.[O:17]1[C:19]([CH3:21])([CH3:20])[CH2:18]1.C([O-])([O-])=O.[K+].[K+]. Product: [Br:2][C:3]1[CH:4]=[CH:5][C:6]([O:9][CH2:10][CH:11]2[CH2:16][CH2:15][N:14]([CH2:18][C:19]([CH3:21])([OH:17])[CH3:20])[CH2:13][CH2:12]2)=[N:7][CH:8]=1. The catalyst class is: 88. (2) Reactant: [CH3:1][C:2]1([CH3:10])[O:6][C@@:5]([CH3:9])([CH:7]=O)[CH2:4][O:3]1.Cl.[NH2:12][OH:13].C([O-])([O-])=O.[Na+].[Na+]. Product: [CH3:1][C:2]1([CH3:10])[O:6][C@@:5]([CH3:9])([CH:7]=[N:12][OH:13])[CH2:4][O:3]1. The catalyst class is: 72. (3) Reactant: [F:1][C:2]1[CH:10]=[C:9]([N+:11]([O-:13])=[O:12])[C:8]([O:14][CH3:15])=[CH:7][C:3]=1[C:4](O)=[O:5].[BH4-].[Na+].B(F)(F)F. Product: [F:1][C:2]1[CH:10]=[C:9]([N+:11]([O-:13])=[O:12])[C:8]([O:14][CH3:15])=[CH:7][C:3]=1[CH2:4][OH:5]. The catalyst class is: 1. (4) Reactant: [C:1]1([CH:7]([C:22]2[CH:27]=[CH:26][CH:25]=[CH:24][CH:23]=2)[CH2:8][C:9]([NH:11][C:12]2([C:18]([O:20]C)=[O:19])[CH2:17][CH2:16][CH2:15][CH2:14][CH2:13]2)=[O:10])[CH:6]=[CH:5][CH:4]=[CH:3][CH:2]=1.[Li+].[OH-]. Product: [C:22]1([CH:7]([C:1]2[CH:2]=[CH:3][CH:4]=[CH:5][CH:6]=2)[CH2:8][C:9]([NH:11][C:12]2([C:18]([OH:20])=[O:19])[CH2:17][CH2:16][CH2:15][CH2:14][CH2:13]2)=[O:10])[CH:23]=[CH:24][CH:25]=[CH:26][CH:27]=1. The catalyst class is: 87.